From a dataset of Full USPTO retrosynthesis dataset with 1.9M reactions from patents (1976-2016). Predict the reactants needed to synthesize the given product. (1) The reactants are: [CH3:1][O:2][C:3]([C@H:5]1[CH2:13][C:12]2[C:7](=[CH:8][CH:9]=[CH:10][CH:11]=2)[N:6]1[S:14]([C:17]1[CH:22]=[CH:21][C:20]([O:23]CC2C=CC=CC=2)=[CH:19][CH:18]=1)(=[O:16])=[O:15])=[O:4]. Given the product [CH3:1][O:2][C:3]([C@H:5]1[CH2:13][C:12]2[C:7](=[CH:8][CH:9]=[CH:10][CH:11]=2)[N:6]1[S:14]([C:17]1[CH:18]=[CH:19][C:20]([OH:23])=[CH:21][CH:22]=1)(=[O:16])=[O:15])=[O:4], predict the reactants needed to synthesize it. (2) The reactants are: [Cl:1][C:2]1[CH:7]=[C:6]([Cl:8])[CH:5]=[CH:4][C:3]=1[S:9]([NH:12][C:13]1[CH:31]=[C:30]([C:32](=[O:36])[NH:33][CH2:34][CH3:35])[CH:29]=[CH:28][C:14]=1[O:15][C:16]1[CH:21]=[CH:20][C:19]([CH2:22][C:23]([OH:25])=O)=[CH:18][C:17]=1[O:26][CH3:27])(=[O:11])=[O:10].C(Cl)CCl.C1C=C[C:44]2N(O)N=[N:47][C:45]=2C=1.C(N)C.C1COCC1. Given the product [Cl:1][C:2]1[CH:7]=[C:6]([Cl:8])[CH:5]=[CH:4][C:3]=1[S:9]([NH:12][C:13]1[CH:31]=[C:30]([CH:29]=[CH:28][C:14]=1[O:15][C:16]1[CH:21]=[CH:20][C:19]([CH2:22][C:23](=[O:25])[NH:47][CH2:45][CH3:44])=[CH:18][C:17]=1[O:26][CH3:27])[C:32]([NH:33][CH2:34][CH3:35])=[O:36])(=[O:11])=[O:10], predict the reactants needed to synthesize it.